From a dataset of Catalyst prediction with 721,799 reactions and 888 catalyst types from USPTO. Predict which catalyst facilitates the given reaction. (1) The catalyst class is: 7. Reactant: [F:1][C:2]1[CH:3]=[C:4]([CH:9]=[C:10]([F:12])[CH:11]=1)[C:5]([O:7][CH3:8])=[O:6].C([N-]C(C)C)(C)C.[Li+].CN(C)[CH:23]=[O:24].[Cl-].[NH4+]. Product: [F:1][C:2]1[CH:3]=[C:4]([CH:9]=[C:10]([F:12])[C:11]=1[CH:23]=[O:24])[C:5]([O:7][CH3:8])=[O:6]. (2) Reactant: Cl[C:2]1[C:11]([O:12][CH:13]([C:18]2[CH:19]=[N:20][CH:21]=[CH:22][CH:23]=2)[C:14]([F:17])([F:16])[F:15])=[N:10][C:9]2[C:4](=[CH:5][CH:6]=[CH:7][CH:8]=2)[N:3]=1.CS(C)=O.[C:28]([C:30]1[CH:35]=[CH:34][CH:33]=[CH:32][C:31]=1[S:36]([NH2:39])(=[O:38])=[O:37])#[N:29].C(=O)([O-])[O-].[K+].[K+]. Product: [C:28]([C:30]1[CH:35]=[CH:34][CH:33]=[CH:32][C:31]=1[S:36]([NH:39][C:2]1[C:11]([O:12][CH:13]([C:18]2[CH:19]=[N:20][CH:21]=[CH:22][CH:23]=2)[C:14]([F:17])([F:16])[F:15])=[N:10][C:9]2[C:4](=[CH:5][CH:6]=[CH:7][CH:8]=2)[N:3]=1)(=[O:38])=[O:37])#[N:29]. The catalyst class is: 15. (3) The catalyst class is: 6. Reactant: CC1(C)C(C)(C)[O:5][B:4]([C:9]2[CH:13]=[CH:12][S:11][C:10]=2[CH3:14])[O:3]1.CC(C)=O. Product: [CH3:14][C:10]1[S:11][CH:12]=[CH:13][C:9]=1[B:4]([OH:5])[OH:3].